From a dataset of Forward reaction prediction with 1.9M reactions from USPTO patents (1976-2016). Predict the product of the given reaction. (1) Given the reactants C[N:2](C)/[CH:3]=[CH:4]/[C:5]([C:7]1[C:12](=[O:13])[CH:11]=[CH:10][N:9]([C:14]2[CH:15]=[C:16]([S:20]([NH:23][CH3:24])(=[O:22])=[O:21])[CH:17]=[CH:18][CH:19]=2)[N:8]=1)=O.[NH:26]([C:28]1[CH:33]=[CH:32][N:31]=[C:30]([CH3:34])[CH:29]=1)N, predict the reaction product. The product is: [CH3:24][NH:23][S:20]([C:16]1[CH:17]=[CH:18][CH:19]=[C:14]([N:9]2[CH:10]=[CH:11][C:12](=[O:13])[C:7]([C:5]3[N:26]([C:28]4[CH:33]=[CH:32][N:31]=[C:30]([CH3:34])[CH:29]=4)[N:2]=[CH:3][CH:4]=3)=[N:8]2)[CH:15]=1)(=[O:22])=[O:21]. (2) Given the reactants [F:1][C:2]1([F:33])[CH2:4][CH:3]1[CH2:5][N:6]1[C:14]2[C:9](=[N:10][C:11]([C:15]3[CH2:16][CH:17]4[CH2:21][N:20](C(OC(C)(C)C)=O)[CH2:19][CH:18]4[CH:29]=3)=[CH:12][CH:13]=2)[N:8]([CH3:30])[S:7]1(=[O:32])=[O:31].C(Cl)Cl.C(O)(C(F)(F)F)=O.C([O-])(O)=O.[Na+], predict the reaction product. The product is: [F:33][C:2]1([F:1])[CH2:4][CH:3]1[CH2:5][N:6]1[C:14]2[C:9](=[N:10][C:11]([C:15]3[CH2:16][CH:17]4[CH2:21][NH:20][CH2:19][CH:18]4[CH:29]=3)=[CH:12][CH:13]=2)[N:8]([CH3:30])[S:7]1(=[O:32])=[O:31]. (3) Given the reactants [F:1][C:2]1[CH:7]=[CH:6][C:5]([S:8]([C:11]2[CH:12]=[CH:13][C:14]([CH:27]([CH3:29])[CH3:28])=[C:15]([S:17]([NH:20][CH:21]3[CH2:26][CH2:25][NH:24][CH2:23][CH2:22]3)(=[O:19])=[O:18])[CH:16]=2)(=[O:10])=[O:9])=[CH:4][CH:3]=1.[CH2:30]1[N:35]([CH2:36][CH2:37][N:38]=[C:39]=[S:40])[CH2:34][CH2:33][O:32][CH2:31]1.FC1C=CC(S(C2C=CC(C(C)C)=C(S(NC3CCN(C(NCC(OC)=O)=S)CC3)(=O)=O)C=2)(=O)=O)=CC=1, predict the reaction product. The product is: [F:1][C:2]1[CH:7]=[CH:6][C:5]([S:8]([C:11]2[CH:12]=[CH:13][C:14]([CH:27]([CH3:29])[CH3:28])=[C:15]([S:17]([NH:20][CH:21]3[CH2:22][CH2:23][N:24]([C:39](=[S:40])[NH:38][CH2:37][CH2:36][N:35]4[CH2:34][CH2:33][O:32][CH2:31][CH2:30]4)[CH2:25][CH2:26]3)(=[O:18])=[O:19])[CH:16]=2)(=[O:9])=[O:10])=[CH:4][CH:3]=1.